This data is from Peptide-MHC class I binding affinity with 185,985 pairs from IEDB/IMGT. The task is: Regression. Given a peptide amino acid sequence and an MHC pseudo amino acid sequence, predict their binding affinity value. This is MHC class I binding data. (1) The peptide sequence is TVYPKTHYV. The MHC is HLA-B45:06 with pseudo-sequence HLA-B45:06. The binding affinity (normalized) is 0.213. (2) The binding affinity (normalized) is 0.301. The peptide sequence is AEIVDTVSA. The MHC is HLA-B44:02 with pseudo-sequence HLA-B44:02. (3) The peptide sequence is ALWEIQQVV. The MHC is HLA-B07:02 with pseudo-sequence HLA-B07:02. The binding affinity (normalized) is 0.0847. (4) The peptide sequence is TIAGGVCYYL. The MHC is HLA-A02:03 with pseudo-sequence HLA-A02:03. The binding affinity (normalized) is 0.673. (5) The peptide sequence is LLLEWLAEVV. The MHC is HLA-A68:02 with pseudo-sequence HLA-A68:02. The binding affinity (normalized) is 0.141. (6) The peptide sequence is YNAELLVAL. The MHC is BoLA-JSP.1 with pseudo-sequence BoLA-JSP.1. The binding affinity (normalized) is 0.650. (7) The peptide sequence is FVNRRFTLV. The MHC is HLA-A68:02 with pseudo-sequence HLA-A68:02. The binding affinity (normalized) is 0.563.